Dataset: Reaction yield outcomes from USPTO patents with 853,638 reactions. Task: Predict the reaction yield, written as a fraction of the theoretical maximum amount of product (1.0 means a 100% yield; for example, 0.34 means a 34% yield). (1) The reactants are [C:1]([O:5][C:6]([C:8]1[CH:9]=[C:10]([CH:39]=[CH:40][CH:41]=1)[CH2:11][N:12]1[C:16](=[O:17])[C:15]2([CH2:22][CH2:21][N:20](C(OCC3C=CC=CC=3)=O)[CH2:19][CH2:18]2)[N:14]([C:33]2[CH:38]=[CH:37][CH:36]=[CH:35][CH:34]=2)[CH2:13]1)=[O:7])([CH3:4])([CH3:3])[CH3:2]. The yield is 0.940. The product is [O:17]=[C:16]1[C:15]2([CH2:22][CH2:21][NH:20][CH2:19][CH2:18]2)[N:14]([C:33]2[CH:34]=[CH:35][CH:36]=[CH:37][CH:38]=2)[CH2:13][N:12]1[CH2:11][C:10]1[CH:9]=[C:8]([CH:41]=[CH:40][CH:39]=1)[C:6]([O:5][C:1]([CH3:4])([CH3:2])[CH3:3])=[O:7]. The catalyst is CO.[Pd]. (2) The catalyst is CC(O)=O. The reactants are [Br:1]Br.[NH2:3][C:4]1[CH:11]=[CH:10][C:7]([C:8]#[N:9])=[CH:6][N:5]=1. The yield is 0.490. The product is [NH2:3][C:4]1[C:11]([Br:1])=[CH:10][C:7]([C:8]#[N:9])=[CH:6][N:5]=1. (3) The reactants are C[Si]([C:5]#[N:6])(C)C.[NH2:7][C:8]1[CH:13]=[CH:12][C:11]([CH3:14])=[CH:10][CH:9]=1.[Cl:15][CH2:16][C:17]([CH2:19][Cl:20])=O. The catalyst is C(OCC)(=O)C. The product is [Cl:15][CH2:16][C:17]([CH2:19][Cl:20])([NH:7][C:8]1[CH:13]=[CH:12][C:11]([CH3:14])=[CH:10][CH:9]=1)[C:5]#[N:6]. The yield is 0.790. (4) The reactants are [Cl:1][C:2]1[CH:3]=[N+:4]([O-:34])[CH:5]=[C:6]([Cl:33])[C:7]=1[CH2:8][C@@H:9]([C:18]1[CH:23]=[CH:22][C:21]([O:24][CH:25]([F:27])[F:26])=[C:20]([O:28][CH2:29][CH:30]2[CH2:32][CH2:31]2)[CH:19]=1)[O:10][C:11]([C@H:13]1[NH:17][CH2:16][CH2:15][S:14]1)=[O:12].Cl[S:36]([C:39]1[CH:40]=[C:41]([CH:45]=[CH:46][CH:47]=1)[C:42]([OH:44])=[O:43])(=[O:38])=[O:37]. The catalyst is N1C=CC=CC=1.Cl. The product is [C:42]([C:41]1[CH:40]=[C:39]([S:36]([N:17]2[CH2:16][CH2:15][S:14][C@H:13]2[C:11]([O:10][C@H:9]([C:18]2[CH:23]=[CH:22][C:21]([O:24][CH:25]([F:27])[F:26])=[C:20]([O:28][CH2:29][CH:30]3[CH2:32][CH2:31]3)[CH:19]=2)[CH2:8][C:7]2[C:6]([Cl:33])=[CH:5][N+:4]([O-:34])=[CH:3][C:2]=2[Cl:1])=[O:12])(=[O:38])=[O:37])[CH:47]=[CH:46][CH:45]=1)([OH:44])=[O:43]. The yield is 0.356.